This data is from Retrosynthesis with 50K atom-mapped reactions and 10 reaction types from USPTO. The task is: Predict the reactants needed to synthesize the given product. (1) Given the product COc1ccc2cc(CCC(C)OC(C)=O)cc(F)c2c1, predict the reactants needed to synthesize it. The reactants are: CC(=O)Cl.COc1ccc2cc(CCC(C)O)cc(F)c2c1. (2) Given the product CCc1nc2ccccc2n1-c1nc(N2CCOCC2)c2nc(C(=O)C3CCN(C(=O)C4CC4)CC3)n(C)c2n1, predict the reactants needed to synthesize it. The reactants are: CCc1nc2ccccc2n1-c1nc(N2CCOCC2)c2nc(C(=O)C3CCNCC3)n(C)c2n1.O=C(Cl)C1CC1. (3) Given the product CC1(C)C[C@@]2(N=C(N)OCC2(F)F)c2cc(NC(=O)c3ccc(Cl)cn3)ccc2O1, predict the reactants needed to synthesize it. The reactants are: CC1(C)C[C@@]2(N=C(N)OCC2(F)F)c2cc(N)ccc2O1.O=C(O)c1ccc(Cl)cn1. (4) The reactants are: CC1(C)C(=O)Nc2cc([N+](=O)[O-])ccc21. Given the product CC1(C)C(=O)Nc2cc(N)ccc21, predict the reactants needed to synthesize it. (5) Given the product Cc1cc([N+](=O)[O-])cnc1OC1CCN(C(=O)OC(C)(C)C)CC1, predict the reactants needed to synthesize it. The reactants are: CC(C)(C)OC(=O)N1CCC(O)CC1.Cc1cc([N+](=O)[O-])cnc1Cl. (6) Given the product CNCCCN1CN(c2ccccc2)C2(CCN(CCC3CCC4CC3C4(C)C)CC2)C1=O, predict the reactants needed to synthesize it. The reactants are: CC1(C)C2CCC(CCN3CCC4(CC3)C(=O)N(CCCCl)CN4c3ccccc3)C1C2.CN. (7) Given the product O=C(NCC(=O)N(CC1CCN(Cc2ccc(Cl)cc2)CC1)CC(c1ccccc1)c1ccccc1)c1ccccc1, predict the reactants needed to synthesize it. The reactants are: Clc1ccc(CN2CCC(CNCC(c3ccccc3)c3ccccc3)CC2)cc1.O=C(O)CNC(=O)c1ccccc1.